Dataset: Forward reaction prediction with 1.9M reactions from USPTO patents (1976-2016). Task: Predict the product of the given reaction. (1) Given the reactants Cl[C:2]1[C:11]2[CH2:10][CH2:9][C@H:8]3[C@H:12]([CH3:20])[C:13]4([CH2:18][CH2:19][C@:7]3([C:21]3[CH:26]=[CH:25][CH:24]=[CH:23][CH:22]=3)[C:6]=2[N:5]=[C:4]([C:27]2[CH:32]=[CH:31][CH:30]=[CH:29][C:28]=2[O:33][CH3:34])[N:3]=1)[O:17][CH2:16][CH2:15][O:14]4.[CH3:35][O-:36].[Na+], predict the reaction product. The product is: [CH3:35][O:36][C:2]1[C:11]2[CH2:10][CH2:9][C@H:8]3[C@H:12]([CH3:20])[C:13]4([CH2:18][CH2:19][C@:7]3([C:21]3[CH:26]=[CH:25][CH:24]=[CH:23][CH:22]=3)[C:6]=2[N:5]=[C:4]([C:27]2[CH:32]=[CH:31][CH:30]=[CH:29][C:28]=2[O:33][CH3:34])[N:3]=1)[O:17][CH2:16][CH2:15][O:14]4. (2) Given the reactants [CH2:1]([O:4][Si:5]([O:14][CH2:15][CH2:16][CH3:17])([O:10][CH2:11][CH2:12][CH3:13])[O:6][CH2:7][CH2:8][CH3:9])[CH2:2][CH3:3].C(O)CC[CH2:21][CH2:22][CH2:23][CH2:24][CH2:25]/[CH:26]=[CH:27]\[CH2:28][CH2:29][CH2:30][CH2:31][CH2:32][CH2:33][CH2:34][CH3:35], predict the reaction product. The product is: [CH2:11]([O:10][Si:5]([O:14][CH2:15][CH2:16][CH2:17][CH2:21][CH2:22][CH2:23][CH2:24][CH2:25]/[CH:26]=[CH:27]\[CH2:28][CH2:29][CH2:30][CH2:31][CH2:32][CH2:33][CH2:34][CH3:35])([O:4][CH2:1][CH2:2][CH2:3][CH2:21][CH2:22][CH2:23][CH2:24][CH2:25]/[CH:26]=[CH:27]\[CH2:28][CH2:29][CH2:30][CH2:31][CH2:32][CH2:33][CH2:34][CH3:35])[O:6][CH2:7][CH2:8][CH2:9][CH2:21][CH2:22][CH2:23][CH2:24][CH2:25]/[CH:26]=[CH:27]\[CH2:28][CH2:29][CH2:30][CH2:31][CH2:32][CH2:33][CH2:34][CH3:35])[CH2:12][CH2:13][CH2:21][CH2:22][CH2:23][CH2:24][CH2:25]/[CH:26]=[CH:27]\[CH2:28][CH2:29][CH2:30][CH2:31][CH2:32][CH2:33][CH2:34][CH3:35]. (3) Given the reactants [F:1][C:2]1[CH:7]=[CH:6][C:5]([C:8](=O)[C:9](=[CH:19][OH:20])[CH2:10][CH2:11][N:12]2[CH2:17][CH2:16][CH:15]([CH3:18])[CH2:14][CH2:13]2)=[CH:4][CH:3]=1.[ClH:22].[NH2:23]O, predict the reaction product. The product is: [ClH:22].[F:1][C:2]1[CH:7]=[CH:6][C:5]([C:8]2[C:9]([CH2:10][CH2:11][N:12]3[CH2:17][CH2:16][CH:15]([CH3:18])[CH2:14][CH2:13]3)=[CH:19][O:20][N:23]=2)=[CH:4][CH:3]=1. (4) Given the reactants [OH:1][CH:2]([C@@H:4]1[CH2:9][CH2:8][C@H:7]([NH:10]C(=O)OC(C)(C)C)[CH2:6][CH2:5]1)[CH3:3].[ClH:18], predict the reaction product. The product is: [ClH:18].[NH2:10][C@@H:7]1[CH2:8][CH2:9][C@H:4]([CH:2]([OH:1])[CH3:3])[CH2:5][CH2:6]1. (5) Given the reactants [N:1]1[O:2][N:3]=[C:4]2[CH:9]=[C:8]([CH2:10][CH2:11][N:12]3[CH2:17][CH2:16][N:15](C(OC(C)(C)C)=O)[CH2:14][CH2:13]3)[CH:7]=[CH:6][C:5]=12.Cl, predict the reaction product. The product is: [N:12]1([CH2:11][CH2:10][C:8]2[CH:7]=[CH:6][C:5]3=[N:1][O:2][N:3]=[C:4]3[CH:9]=2)[CH2:17][CH2:16][NH:15][CH2:14][CH2:13]1.